Dataset: NCI-60 drug combinations with 297,098 pairs across 59 cell lines. Task: Regression. Given two drug SMILES strings and cell line genomic features, predict the synergy score measuring deviation from expected non-interaction effect. (1) Drug 1: COC1=C(C=C2C(=C1)N=CN=C2NC3=CC(=C(C=C3)F)Cl)OCCCN4CCOCC4. Drug 2: C1=CC(=CC=C1CC(C(=O)O)N)N(CCCl)CCCl.Cl. Cell line: CAKI-1. Synergy scores: CSS=66.3, Synergy_ZIP=1.26, Synergy_Bliss=3.90, Synergy_Loewe=5.45, Synergy_HSA=9.33. (2) Drug 1: CN1CCC(CC1)COC2=C(C=C3C(=C2)N=CN=C3NC4=C(C=C(C=C4)Br)F)OC. Drug 2: CCCS(=O)(=O)NC1=C(C(=C(C=C1)F)C(=O)C2=CNC3=C2C=C(C=N3)C4=CC=C(C=C4)Cl)F. Cell line: OVCAR-8. Synergy scores: CSS=2.70, Synergy_ZIP=-0.127, Synergy_Bliss=2.20, Synergy_Loewe=-5.47, Synergy_HSA=-0.442. (3) Drug 1: COC1=CC(=CC(=C1O)OC)C2C3C(COC3=O)C(C4=CC5=C(C=C24)OCO5)OC6C(C(C7C(O6)COC(O7)C8=CC=CS8)O)O. Drug 2: CC1=CC=C(C=C1)C2=CC(=NN2C3=CC=C(C=C3)S(=O)(=O)N)C(F)(F)F. Cell line: MOLT-4. Synergy scores: CSS=93.7, Synergy_ZIP=16.5, Synergy_Bliss=16.1, Synergy_Loewe=11.7, Synergy_HSA=18.1. (4) Drug 1: C1=CC(=CC=C1C#N)C(C2=CC=C(C=C2)C#N)N3C=NC=N3. Drug 2: C(CC(=O)O)C(=O)CN.Cl. Cell line: HS 578T. Synergy scores: CSS=7.13, Synergy_ZIP=-3.83, Synergy_Bliss=-3.71, Synergy_Loewe=-3.22, Synergy_HSA=-3.18.